From a dataset of NCI-60 drug combinations with 297,098 pairs across 59 cell lines. Regression. Given two drug SMILES strings and cell line genomic features, predict the synergy score measuring deviation from expected non-interaction effect. (1) Drug 1: CC1C(C(CC(O1)OC2CC(CC3=C2C(=C4C(=C3O)C(=O)C5=C(C4=O)C(=CC=C5)OC)O)(C(=O)C)O)N)O.Cl. Drug 2: C1CCC(C(C1)N)N.C(=O)(C(=O)[O-])[O-].[Pt+4]. Cell line: HOP-92. Synergy scores: CSS=13.3, Synergy_ZIP=-8.81, Synergy_Bliss=-7.41, Synergy_Loewe=-5.22, Synergy_HSA=-4.46. (2) Drug 1: C1=CC=C(C(=C1)C(C2=CC=C(C=C2)Cl)C(Cl)Cl)Cl. Drug 2: CC(C)(C#N)C1=CC(=CC(=C1)CN2C=NC=N2)C(C)(C)C#N. Cell line: HCC-2998. Synergy scores: CSS=-3.26, Synergy_ZIP=-1.10, Synergy_Bliss=-4.91, Synergy_Loewe=-6.78, Synergy_HSA=-7.01. (3) Drug 1: C1=NC2=C(N=C(N=C2N1C3C(C(C(O3)CO)O)O)F)N. Drug 2: CC1=C(C(=O)C2=C(C1=O)N3CC4C(C3(C2COC(=O)N)OC)N4)N. Cell line: NCI-H226. Synergy scores: CSS=-4.08, Synergy_ZIP=3.06, Synergy_Bliss=1.89, Synergy_Loewe=-18.8, Synergy_HSA=-9.56.